From a dataset of Forward reaction prediction with 1.9M reactions from USPTO patents (1976-2016). Predict the product of the given reaction. Given the reactants Br[CH2:2][C:3]([O:5][CH2:6][CH3:7])=[O:4].[NH2:8][C:9]1[CH:14]=[CH:13][C:12]([CH3:15])=[CH:11][CH:10]=1.C([O-])(=O)C.[Na+], predict the reaction product. The product is: [C:12]1([CH3:15])[CH:13]=[CH:14][C:9]([NH:8][CH2:2][C:3]([O:5][CH2:6][CH3:7])=[O:4])=[CH:10][CH:11]=1.